This data is from Full USPTO retrosynthesis dataset with 1.9M reactions from patents (1976-2016). The task is: Predict the reactants needed to synthesize the given product. (1) Given the product [Cl:1][C:2]1[N:3]=[C:4]([N:19]2[CH2:24][CH2:23][O:22][CH2:21][CH2:20]2)[C:5]2[S:10][C:9]([NH2:11])=[CH:8][C:6]=2[N:7]=1, predict the reactants needed to synthesize it. The reactants are: [Cl:1][C:2]1[N:3]=[C:4]([N:19]2[CH2:24][CH2:23][O:22][CH2:21][CH2:20]2)[C:5]2[S:10][C:9]([NH:11]C(=O)OC(C)(C)C)=[CH:8][C:6]=2[N:7]=1.FC(F)(F)C(O)=O.ClCCl. (2) Given the product [Cl:10][CH2:8][CH2:7][CH2:6][CH:2]1[CH2:3][CH2:4][CH2:5][O:1]1, predict the reactants needed to synthesize it. The reactants are: [O:1]1[CH2:5][CH2:4][CH2:3][CH:2]1[CH2:6][CH2:7][CH2:8]O.[Cl:10]S(Cl)=O.N#N.